This data is from Full USPTO retrosynthesis dataset with 1.9M reactions from patents (1976-2016). The task is: Predict the reactants needed to synthesize the given product. (1) Given the product [CH:23]1([C:26]2[C:31]([O:32][CH2:33][C:34]3[CH:35]=[CH:36][C:37]([O:40][CH3:41])=[CH:38][CH:39]=3)=[N:30][C:29]([CH:42]([C:44]3[CH:45]=[CH:46][C:47]([S:50]([CH:53]4[CH2:54][CH2:55]4)(=[O:52])=[O:51])=[CH:48][CH:49]=3)[O:9][C:3]3[CH:4]=[CH:5][C:6]([F:8])=[CH:7][C:2]=3[F:1])=[CH:28][CH:27]=2)[CH2:25][CH2:24]1, predict the reactants needed to synthesize it. The reactants are: [F:1][C:2]1[CH:7]=[C:6]([F:8])[CH:5]=[CH:4][C:3]=1[OH:9].C(P(CCCC)CCCC)CCC.[CH:23]1([C:26]2[CH:27]=[CH:28][C:29]([CH:42]([C:44]3[CH:49]=[CH:48][C:47]([S:50]([CH:53]4[CH2:55][CH2:54]4)(=[O:52])=[O:51])=[CH:46][CH:45]=3)O)=[N:30][C:31]=2[O:32][CH2:33][C:34]2[CH:39]=[CH:38][C:37]([O:40][CH3:41])=[CH:36][CH:35]=2)[CH2:25][CH2:24]1.C(=O)([O-])[O-].[K+].[K+]. (2) The reactants are: [CH2:1]([N:8]1[CH2:17][CH:16]([CH3:18])[C:15]2[N:14]=[C:13](Cl)[CH:12]=[CH:11][C:10]=2[CH2:9]1)[C:2]1[CH:7]=[CH:6][CH:5]=[CH:4][CH:3]=1.[CH:20]1([NH2:25])[CH2:24][CH2:23][CH2:22][CH2:21]1.[CH3:26]C(C1C=C(C(C)C)C(C2C=CC=CC=2P(C2CCCCC2)C2CCCCC2)=C(C(C)C)C=1)C.CC(C)([O-])C.[Na+]. Given the product [CH2:1]([N:8]1[CH2:17][CH:16]([CH3:18])[C:15]2[N:14]=[C:13]([N:25]([CH:20]3[CH2:24][CH2:23][CH2:22][CH2:21]3)[CH3:26])[CH:12]=[CH:11][C:10]=2[CH2:9]1)[C:2]1[CH:7]=[CH:6][CH:5]=[CH:4][CH:3]=1, predict the reactants needed to synthesize it. (3) Given the product [CH3:20][CH:19]([N:1]1[C:9]2[CH:8]=[CH:7][CH:6]=[C:5]([CH:10]=[O:11])[C:4]=2[CH:3]=[CH:2]1)[CH2:21][CH2:22][CH3:23], predict the reactants needed to synthesize it. The reactants are: [NH:1]1[C:9]2[CH:8]=[CH:7][CH:6]=[C:5]([CH:10]=[O:11])[C:4]=2[CH:3]=[CH:2]1.CC(C)([O-])C.[K+].Br[CH:19]([CH2:21][CH2:22][CH3:23])[CH3:20].O. (4) Given the product [Cl:1][C:2]1[CH:7]=[C:6]([NH:8][C:9]2[CH:14]=[CH:13][C:12]([F:15])=[CH:11][C:10]=2[F:16])[CH:5]=[CH:4][C:3]=1[C:17]([C:19]1[CH:24]=[C:23]([C:25]2[N:26]=[N:27][N:28]([CH2:30][CH2:31][NH:72][S:73]([CH3:76])(=[O:75])=[O:74])[CH:29]=2)[CH:22]=[CH:21][C:20]=1[CH3:39])=[O:18], predict the reactants needed to synthesize it. The reactants are: [Cl:1][C:2]1[CH:7]=[C:6]([NH:8][C:9]2[CH:14]=[CH:13][C:12]([F:15])=[CH:11][C:10]=2[F:16])[CH:5]=[CH:4][C:3]=1[C:17]([C:19]1[CH:24]=[C:23]([C:25]2[N:26]=[N:27][N:28]([CH2:30][CH2:31]OC3CCCCO3)[CH:29]=2)[CH:22]=[CH:21][C:20]=1[CH3:39])=[O:18].ClC1C=C(NC2C=CC(F)=CC=2F)C=CC=1C(C1C=C(C#C)C=CC=1C)=O.N(CC[NH:72][S:73]([CH3:76])(=[O:75])=[O:74])=[N+]=[N-].